Dataset: NCI-60 drug combinations with 297,098 pairs across 59 cell lines. Task: Regression. Given two drug SMILES strings and cell line genomic features, predict the synergy score measuring deviation from expected non-interaction effect. (1) Drug 1: C1CCC(CC1)NC(=O)N(CCCl)N=O. Drug 2: CNC(=O)C1=NC=CC(=C1)OC2=CC=C(C=C2)NC(=O)NC3=CC(=C(C=C3)Cl)C(F)(F)F. Cell line: MOLT-4. Synergy scores: CSS=60.4, Synergy_ZIP=5.14, Synergy_Bliss=2.50, Synergy_Loewe=-0.601, Synergy_HSA=3.45. (2) Drug 1: COC1=C(C=C2C(=C1)N=CN=C2NC3=CC(=C(C=C3)F)Cl)OCCCN4CCOCC4. Drug 2: C1=CC(=CC=C1CCCC(=O)O)N(CCCl)CCCl. Cell line: HCC-2998. Synergy scores: CSS=14.6, Synergy_ZIP=-7.50, Synergy_Bliss=-3.71, Synergy_Loewe=-10.8, Synergy_HSA=0.0391.